From a dataset of Experimentally validated miRNA-target interactions with 360,000+ pairs, plus equal number of negative samples. Binary Classification. Given a miRNA mature sequence and a target amino acid sequence, predict their likelihood of interaction. (1) The miRNA is hsa-miR-938 with sequence UGCCCUUAAAGGUGAACCCAGU. The protein sequence of the target gene is MGSLSGLRLAAGSCFRLCERDVSSSLRLTRSSDLKRINGFCTKPQESPGAPSRTYNRVPLHKPTDWQKKILIWSGRFKKEDEIPETVSLEMLDAAKNKMRVKISYLMIALTVVGCIFMVIEGKKAAQRHETLTSLNLEKKARLKEEAAMKAKTE. Result: 0 (no interaction). (2) The miRNA is mmu-miR-880-5p with sequence UACUCAGAUUGAUAUGAGUCA. The protein sequence of the target gene is MAQRSPQELFHEAAQQGILAQPQPWWKIQLFMWEPVLFGTWDGVFTSCMINIFGVVLFLRTGWLVGNTGVLLGLLLVSFVVLVALITVLSGIGVAEHGGISSGGVYSMISSVLGGQMGGTVGLLYVFGQCVAGAMYITGFAESISDLLGLGDIWAVRGISVAVLLALLGINLAGVKWIIRLQLLLLLLLAVSTLDFVVGSFTHLDPEHGFIGYSPELLQSNILPEYSPGESFFTVFGVFFPAATGVMAGFNMGGDLRDPADSVPLGSLAAVGVSWFLYIIFAFLLGAVCTREALRSDFLI.... Result: 0 (no interaction). (3) Result: 0 (no interaction). The protein sequence of the target gene is MPWTLQPKWLAGKGLPLLGAILLRKTEKSEPQWKHRRQETHPYYDLQVKVLRARNIQHTDKLSKADCYVRLWLPTASVSPSQTRTVVNSSDPEWNETFPYQIHGAVKNVLELALYDEDVLDSDNVFSILFDTSTLQLGQPCTKNFTRQQDPKELEVEFTLEKSQTPASEVVTNGVLVAHPCLRIQGTVTGDKTASLGELGSRQIQLAVPGAYEKPQPLQPTSEPGLPVNFTFHVNPVLSPKLHIKLQEQLQVFHSGPSDELEAQTSKMDKASILLSSLPLNEELTKLVDLEEGQQVSLRM.... The miRNA is hsa-miR-495-3p with sequence AAACAAACAUGGUGCACUUCUU.